This data is from Merck oncology drug combination screen with 23,052 pairs across 39 cell lines. The task is: Regression. Given two drug SMILES strings and cell line genomic features, predict the synergy score measuring deviation from expected non-interaction effect. (1) Drug 1: CN1C(=O)C=CC2(C)C3CCC4(C)C(NC(=O)OCC(F)(F)F)CCC4C3CCC12. Drug 2: COC12C(COC(N)=O)C3=C(C(=O)C(C)=C(N)C3=O)N1CC1NC12. Cell line: SKMEL30. Synergy scores: synergy=-14.0. (2) Drug 1: COc1cc(C2c3cc4c(cc3C(OC3OC5COC(C)OC5C(O)C3O)C3COC(=O)C23)OCO4)cc(OC)c1O. Drug 2: Cn1cc(-c2cnn3c(N)c(Br)c(C4CCCNC4)nc23)cn1. Cell line: NCIH1650. Synergy scores: synergy=25.2. (3) Cell line: MDAMB436. Synergy scores: synergy=4.45. Drug 2: O=C(CCCCCCC(=O)Nc1ccccc1)NO. Drug 1: O=S1(=O)NC2(CN1CC(F)(F)F)C1CCC2Cc2cc(C=CCN3CCC(C(F)(F)F)CC3)ccc2C1. (4) Drug 1: COC12C(COC(N)=O)C3=C(C(=O)C(C)=C(N)C3=O)N1CC1NC12. Drug 2: Cn1c(=O)n(-c2ccc(C(C)(C)C#N)cc2)c2c3cc(-c4cnc5ccccc5c4)ccc3ncc21. Cell line: NCIH1650. Synergy scores: synergy=23.2. (5) Drug 1: CS(=O)(=O)CCNCc1ccc(-c2ccc3ncnc(Nc4ccc(OCc5cccc(F)c5)c(Cl)c4)c3c2)o1. Drug 2: NC1(c2ccc(-c3nc4ccn5c(=O)[nH]nc5c4cc3-c3ccccc3)cc2)CCC1. Cell line: SKMES1. Synergy scores: synergy=43.2.